Dataset: Ames mutagenicity test results for genotoxicity prediction. Task: Regression/Classification. Given a drug SMILES string, predict its toxicity properties. Task type varies by dataset: regression for continuous values (e.g., LD50, hERG inhibition percentage) or binary classification for toxic/non-toxic outcomes (e.g., AMES mutagenicity, cardiotoxicity, hepatotoxicity). Dataset: ames. The compound is c1ccc2c(c1)-c1cc3ccccc3cc1C1OC21. The result is 1 (mutagenic).